From a dataset of Retrosynthesis with 50K atom-mapped reactions and 10 reaction types from USPTO. Predict the reactants needed to synthesize the given product. (1) Given the product CC(C=NO)=NNc1c(Cl)cc(C(F)(F)F)cc1Cl, predict the reactants needed to synthesize it. The reactants are: CC(=O)C=NO.NNc1c(Cl)cc(C(F)(F)F)cc1Cl. (2) Given the product CCNC(=O)Nc1cc(-c2nc(C(F)(F)F)cs2)c(-c2cncc(-c3nnc(C(C)(C)OC(C)=O)o3)c2)cn1, predict the reactants needed to synthesize it. The reactants are: CCNC(=O)Nc1cc(-c2nc(C(F)(F)F)cs2)c(-c2cncc(C(=O)NNC(=O)C(C)(C)OC(C)=O)c2)cn1. (3) The reactants are: Cc1nc(C(F)(F)F)ccc1C(=O)Nc1ccc(Cl)c(N)c1.O=C(O)c1cccc(F)c1. Given the product Cc1nc(C(F)(F)F)ccc1C(=O)Nc1ccc(Cl)c(NC(=O)c2cccc(F)c2)c1, predict the reactants needed to synthesize it.